Dataset: Reaction yield outcomes from USPTO patents with 853,638 reactions. Task: Predict the reaction yield, written as a fraction of the theoretical maximum amount of product (1.0 means a 100% yield; for example, 0.34 means a 34% yield). (1) The reactants are [CH3:1][C:2]1[CH:3]=[C:4]([CH:7]=[CH:8][C:9]=1[O:10][CH2:11][CH2:12][CH2:13][N:14]1[CH2:19][CH2:18][N:17]([CH3:20])[CH2:16][CH2:15]1)[CH:5]=O.[CH3:21][C:22]1[C:27]([CH3:28])=[CH:26][CH:25]=[C:24]([NH2:29])[C:23]=1[NH2:30]. No catalyst specified. The product is [CH3:21][C:22]1[C:23]2[N:30]=[C:5]([C:4]3[CH:7]=[CH:8][C:9]([O:10][CH2:11][CH2:12][CH2:13][N:14]4[CH2:19][CH2:18][N:17]([CH3:20])[CH2:16][CH2:15]4)=[C:2]([CH3:1])[CH:3]=3)[NH:29][C:24]=2[CH:25]=[CH:26][C:27]=1[CH3:28]. The yield is 0.750. (2) The reactants are C1(C)C=CC(S(O)(=O)=O)=CC=1.[NH2:12][C@@H:13]1[CH2:17][CH2:16][O:15][CH2:14]1.Br[C:19]1[CH:24]=[CH:23][C:22]([C@@H:25]2[O:30][CH2:29][CH2:28][N:27]([C@@H:31]([C:33]3[CH:38]=[CH:37][CH:36]=[CH:35][CH:34]=3)[CH3:32])[CH2:26]2)=[CH:21][CH:20]=1.C(P(C(C)(C)C)C1C=CC=CC=1C1C=CC=CC=1)(C)(C)C.CC(C)([O-])C.[Na+]. The catalyst is C(O)(C)(C)C.C([O-])(=O)C.[Pd+2].C([O-])(=O)C. The product is [C:33]1([C@H:31]([N:27]2[CH2:28][CH2:29][O:30][C@@H:25]([C:22]3[CH:23]=[CH:24][C:19]([NH:12][C@@H:13]4[CH2:17][CH2:16][O:15][CH2:14]4)=[CH:20][CH:21]=3)[CH2:26]2)[CH3:32])[CH:34]=[CH:35][CH:36]=[CH:37][CH:38]=1. The yield is 0.530. (3) The reactants are [Br:1][C:2]1[CH:7]=[CH:6][C:5]([N+:8]([O-:10])=[O:9])=[C:4](F)[CH:3]=1.[CH3:12][CH:13]([S-:15])[CH3:14].[Na+].O.C(#N)C. The catalyst is C(Cl)Cl. The product is [Br:1][C:2]1[CH:7]=[CH:6][C:5]([N+:8]([O-:10])=[O:9])=[C:4]([S:15][CH:13]([CH3:14])[CH3:12])[CH:3]=1. The yield is 0.320. (4) The reactants are [OH:1][CH:2]([C:5]1[CH:6]=[CH:7][C:8]2[N:12]=[CH:11][N:10]([C:13]3[S:17][C:16]([C:18]([O:20][CH3:21])=[O:19])=[C:15]([O:22][C@@H:23]([C:25]4[CH:30]=[CH:29][CH:28]=[CH:27][C:26]=4[C:31]([F:34])([F:33])[F:32])[CH3:24])[CH:14]=3)[C:9]=2[CH:35]=1)CO.C(Cl)Cl.O.CO.I([O-])(=O)(=O)=O.[Na+]. The catalyst is O.CCOC(C)=O. The product is [CH:2]([C:5]1[CH:6]=[CH:7][C:8]2[N:12]=[CH:11][N:10]([C:13]3[S:17][C:16]([C:18]([O:20][CH3:21])=[O:19])=[C:15]([O:22][C@@H:23]([C:25]4[CH:30]=[CH:29][CH:28]=[CH:27][C:26]=4[C:31]([F:32])([F:33])[F:34])[CH3:24])[CH:14]=3)[C:9]=2[CH:35]=1)=[O:1]. The yield is 0.940.